From a dataset of Forward reaction prediction with 1.9M reactions from USPTO patents (1976-2016). Predict the product of the given reaction. Given the reactants [Cl:1][C:2]1[CH:3]=[CH:4][C:5]([N+:19]([O-])=O)=[C:6]([CH:18]=1)[CH:7]=[C:8]1[C:12]2[CH:13]=[CH:14][CH:15]=[CH:16][C:11]=2[C:10](=[O:17])[O:9]1.[Cl-].[NH4+].O, predict the reaction product. The product is: [NH2:19][C:5]1[CH:4]=[CH:3][C:2]([Cl:1])=[CH:18][C:6]=1[CH:7]=[C:8]1[C:12]2[CH:13]=[CH:14][CH:15]=[CH:16][C:11]=2[C:10](=[O:17])[O:9]1.